Task: Predict the product of the given reaction.. Dataset: Forward reaction prediction with 1.9M reactions from USPTO patents (1976-2016) Given the reactants [C:1]([O:5][C:6](=[O:27])[NH:7][CH2:8][C:9]1[CH:14]=[C:13]([O:15][C:16]2[CH:21]=[CH:20][CH:19]=[C:18]([O:22][CH3:23])[CH:17]=2)[CH:12]=[CH:11][C:10]=1[N+:24]([O-])=O)([CH3:4])([CH3:3])[CH3:2].[Cl-].[NH4+].C(O)C, predict the reaction product. The product is: [C:1]([O:5][C:6](=[O:27])[NH:7][CH2:8][C:9]1[CH:14]=[C:13]([O:15][C:16]2[CH:21]=[CH:20][CH:19]=[C:18]([O:22][CH3:23])[CH:17]=2)[CH:12]=[CH:11][C:10]=1[NH2:24])([CH3:4])([CH3:2])[CH3:3].